This data is from NCI-60 drug combinations with 297,098 pairs across 59 cell lines. The task is: Regression. Given two drug SMILES strings and cell line genomic features, predict the synergy score measuring deviation from expected non-interaction effect. (1) Drug 1: CC(CN1CC(=O)NC(=O)C1)N2CC(=O)NC(=O)C2. Drug 2: CC1CCC2CC(C(=CC=CC=CC(CC(C(=O)C(C(C(=CC(C(=O)CC(OC(=O)C3CCCCN3C(=O)C(=O)C1(O2)O)C(C)CC4CCC(C(C4)OC)O)C)C)O)OC)C)C)C)OC. Cell line: HOP-62. Synergy scores: CSS=25.3, Synergy_ZIP=-6.14, Synergy_Bliss=-0.462, Synergy_Loewe=-35.0, Synergy_HSA=2.77. (2) Drug 1: CC1OCC2C(O1)C(C(C(O2)OC3C4COC(=O)C4C(C5=CC6=C(C=C35)OCO6)C7=CC(=C(C(=C7)OC)O)OC)O)O. Drug 2: C(CN)CNCCSP(=O)(O)O. Cell line: SF-295. Synergy scores: CSS=40.9, Synergy_ZIP=-2.32, Synergy_Bliss=-2.94, Synergy_Loewe=-53.9, Synergy_HSA=-0.645. (3) Cell line: K-562. Synergy scores: CSS=89.8, Synergy_ZIP=24.3, Synergy_Bliss=23.3, Synergy_Loewe=-5.60, Synergy_HSA=25.4. Drug 1: CC1=C(C(=CC=C1)Cl)NC(=O)C2=CN=C(S2)NC3=CC(=NC(=N3)C)N4CCN(CC4)CCO. Drug 2: CN(C(=O)NC(C=O)C(C(C(CO)O)O)O)N=O.